Dataset: Full USPTO retrosynthesis dataset with 1.9M reactions from patents (1976-2016). Task: Predict the reactants needed to synthesize the given product. Given the product [Cl:32][C:7]1[C:6]2[C:11](=[CH:12][CH:13]=[C:4]([N+:1]([O-:3])=[O:2])[CH:5]=2)[N:10]=[C:9]([C:14]2[CH:19]=[N:18][CH:17]=[CH:16][N:15]=2)[N:8]=1, predict the reactants needed to synthesize it. The reactants are: [N+:1]([C:4]1[CH:5]=[C:6]2[C:11](=[CH:12][CH:13]=1)[N:10]=[C:9]([C:14]1[CH:19]=[N:18][CH:17]=[CH:16][N:15]=1)[NH:8][C:7]2=O)([O-:3])=[O:2].CN(C)C1C=CC=CC=1.O=P(Cl)(Cl)[Cl:32].